This data is from Reaction yield outcomes from USPTO patents with 853,638 reactions. The task is: Predict the reaction yield, written as a fraction of the theoretical maximum amount of product (1.0 means a 100% yield; for example, 0.34 means a 34% yield). (1) The reactants are I[C:2]1[CH:14]=[CH:13][C:12]([O:15][CH3:16])=[CH:11][C:3]=1[NH:4][C:5](=O)[C:6](F)(F)F.C(N(CC)C(C)C)(C)C.[CH:26]#CC.[CH3:29][O:30][C:31]1[CH:32]=[C:33](I)[CH:34]=[C:35]([O:39][CH3:40])[C:36]=1[O:37][CH3:38].[C:42]([O-:45])([O-])=O.[K+].[K+]. The catalyst is CN(C=O)C.[Cu]I. The product is [CH3:16][O:15][C:12]1[CH:11]=[C:3]2[C:2]([C:6]([C:42](=[O:45])[C:33]3[CH:32]=[C:31]([O:30][CH3:29])[C:36]([O:37][CH3:38])=[C:35]([O:39][CH3:40])[CH:34]=3)=[C:5]([CH3:26])[NH:4]2)=[CH:14][CH:13]=1. The yield is 0.550. (2) The reactants are [H-].[Na+].C(OP([CH2:11][C:12]([O:14][CH2:15][CH3:16])=[O:13])(OCC)=O)C.P(=O)([O-])[O-].[Si:21]([O:28][CH2:29][C@@H:30]1[C@H:34]([CH2:35][CH3:36])[CH2:33][C:32](=O)[CH2:31]1)([C:24]([CH3:27])([CH3:26])[CH3:25])([CH3:23])[CH3:22].[NH4+].[Cl-]. The catalyst is C1COCC1.CCOC(C)=O. The product is [Si:21]([O:28][CH2:29][C@@H:30]1[C@H:34]([CH2:35][CH3:36])[CH2:33][C:32](=[CH:11][C:12]([O:14][CH2:15][CH3:16])=[O:13])[CH2:31]1)([C:24]([CH3:27])([CH3:26])[CH3:25])([CH3:22])[CH3:23]. The yield is 1.00. (3) The catalyst is C1COCC1. The yield is 0.500. The reactants are [F:1][C:2]1[C:9]([OH:10])=[CH:8][CH:7]=[C:6]([I:11])[C:3]=1[C:4]#[N:5].[N:12]1([CH2:18][CH2:19]O)[CH2:17][CH2:16][O:15][CH2:14][CH2:13]1.C1(P(C2C=CC=CC=2)C2C=CC=CC=2)C=CC=CC=1.CCOC(/N=N/C(OCC)=O)=O. The product is [F:1][C:2]1[C:9]([O:10][CH2:19][CH2:18][N:12]2[CH2:17][CH2:16][O:15][CH2:14][CH2:13]2)=[CH:8][CH:7]=[C:6]([I:11])[C:3]=1[C:4]#[N:5]. (4) The reactants are Cl.[NH2:2][C@H:3]([C:11]([O:13][CH3:14])=[O:12])[CH2:4][C:5]1[CH:10]=[CH:9][CH:8]=[CH:7][CH:6]=1.C(N(CC)CC)C.Cl[C:23]([O:25][CH2:26][CH3:27])=[O:24]. The catalyst is C1COCC1. The product is [CH2:26]([O:25][C:23]([NH:2][C@H:3]([C:11]([O:13][CH3:14])=[O:12])[CH2:4][C:5]1[CH:10]=[CH:9][CH:8]=[CH:7][CH:6]=1)=[O:24])[CH3:27]. The yield is 0.870. (5) The reactants are [C:1]([C:3]1[CH:4]=[C:5]2[C:9](=[CH:10][CH:11]=1)[N:8]([S:12]([C:15]1[CH:20]=[CH:19][C:18]([O:21][CH3:22])=[CH:17][C:16]=1[O:23][CH3:24])(=[O:14])=[O:13])[C:7](=[O:25])[C:6]2([NH:35][C:36]([N:38]1[CH2:43][CH2:42][CH:41]([N:44]2[CH2:49][CH2:48][N:47](C(OC(C)(C)C)=O)[CH2:46][CH2:45]2)[CH2:40][CH2:39]1)=[O:37])[C:26]1[C:27]([O:32][CH2:33][CH3:34])=[N:28][CH:29]=[CH:30][CH:31]=1)#[N:2].Cl.C(Cl)Cl.CO. The catalyst is CO.C(O)(C)C. The product is [C:1]([C:3]1[CH:4]=[C:5]2[C:9](=[CH:10][CH:11]=1)[N:8]([S:12]([C:15]1[CH:20]=[CH:19][C:18]([O:21][CH3:22])=[CH:17][C:16]=1[O:23][CH3:24])(=[O:14])=[O:13])[C:7](=[O:25])[C:6]2([NH:35][C:36]([N:38]1[CH2:39][CH2:40][CH:41]([N:44]2[CH2:45][CH2:46][NH:47][CH2:48][CH2:49]2)[CH2:42][CH2:43]1)=[O:37])[C:26]1[C:27]([O:32][CH2:33][CH3:34])=[N:28][CH:29]=[CH:30][CH:31]=1)#[N:2]. The yield is 0.330. (6) The reactants are [CH:1]1([NH:6][C:7]2[N:12]=[C:11](Cl)[N:10]=[C:9]([Cl:14])[N:8]=2)[CH2:5][CH2:4][CH2:3][CH2:2]1.[N:15]1([C:21]2[N:26]=[CH:25][C:24]([NH2:27])=[CH:23][CH:22]=2)[CH2:20][CH2:19][O:18][CH2:17][CH2:16]1. The catalyst is C(Cl)(Cl)Cl.ClCCl. The product is [Cl:14][C:9]1[N:8]=[C:7]([NH:6][CH:1]2[CH2:2][CH2:3][CH2:4][CH2:5]2)[N:12]=[C:11]([NH:27][C:24]2[CH:25]=[N:26][C:21]([N:15]3[CH2:16][CH2:17][O:18][CH2:19][CH2:20]3)=[CH:22][CH:23]=2)[N:10]=1. The yield is 0.330. (7) The reactants are [N+:1]([C:4]1[C:5]([C:10]2[CH:15]=[CH:14][CH:13]=[CH:12][CH:11]=2)=[N:6][CH:7]=[CH:8][CH:9]=1)([O-])=O.[C:16]([Mg]Br)([CH3:18])=[CH2:17]. No catalyst specified. The product is [CH3:18][C:16]1[NH:1][C:4]2=[C:5]([C:10]3[CH:15]=[CH:14][CH:13]=[CH:12][CH:11]=3)[N:6]=[CH:7][CH:8]=[C:9]2[CH:17]=1. The yield is 0.370.